Task: Predict the product of the given reaction.. Dataset: Forward reaction prediction with 1.9M reactions from USPTO patents (1976-2016) (1) Given the reactants [Br:1][C:2]1[CH:3]=[C:4]([CH:9]=[CH:10][C:11]=1[CH2:12][N:13]([CH:26]1[CH2:31][CH2:30][CH:29]([C:32]([CH3:35])([CH3:34])[CH3:33])[CH2:28][CH2:27]1)[C:14]1[N:18]([CH3:19])[C:17]2[CH:20]=[CH:21][C:22]([O:24]C)=[CH:23][C:16]=2[N:15]=1)[C:5]([O:7][CH3:8])=[O:6].B(Br)(Br)Br, predict the reaction product. The product is: [Br:1][C:2]1[CH:3]=[C:4]([CH:9]=[CH:10][C:11]=1[CH2:12][N:13]([CH:26]1[CH2:27][CH2:28][CH:29]([C:32]([CH3:35])([CH3:34])[CH3:33])[CH2:30][CH2:31]1)[C:14]1[N:18]([CH3:19])[C:17]2[CH:20]=[CH:21][C:22]([OH:24])=[CH:23][C:16]=2[N:15]=1)[C:5]([O:7][CH3:8])=[O:6]. (2) Given the reactants C(N(CC)CC)C.C([O:10][C:11]([C:13]1[N:14]([CH2:27][C:28]2([CH2:32][NH2:33])[CH2:31][CH2:30][CH2:29]2)[C:15]2[C:20]([CH:21]=1)=[CH:19][CH:18]=[C:17]([C:22]([O:24][CH2:25][CH3:26])=[O:23])[CH:16]=2)=O)C.C([O-])([O-])=O.[K+].[K+], predict the reaction product. The product is: [O:10]=[C:11]1[C:13]2=[CH:21][C:20]3[CH:19]=[CH:18][C:17]([C:22]([O:24][CH2:25][CH3:26])=[O:23])=[CH:16][C:15]=3[N:14]2[CH2:27][C:28]2([CH2:29][CH2:30][CH2:31]2)[CH2:32][NH:33]1. (3) Given the reactants [CH3:1][NH2:2].C1COCC1.[C:8]([O:12][C:13](=[O:28])[NH:14][C:15]([CH3:27])([C:18]1[CH:23]=[CH:22][CH:21]=[C:20]([N+:24]([O-:26])=[O:25])[CH:19]=1)[CH:16]=O)([CH3:11])([CH3:10])[CH3:9].C(O[BH-](OC(=O)C)OC(=O)C)(=O)C.[Na+].C([O-])(O)=O.[Na+], predict the reaction product. The product is: [C:8]([O:12][C:13](=[O:28])[NH:14][C:15]([CH3:27])([C:18]1[CH:23]=[CH:22][CH:21]=[C:20]([N+:24]([O-:26])=[O:25])[CH:19]=1)[CH2:16][NH:2][CH3:1])([CH3:11])([CH3:10])[CH3:9]. (4) Given the reactants [Cl:1][C:2]1[CH:3]([OH:16])[N:4]([C:9]2[CH:13]=[C:12](I)[N:11]([CH3:15])[N:10]=2)[C:5](=[O:8])[C:6]=1[CH3:7].[CH3:17][C:18]1([CH3:29])[C:22](C)(C)OB(C=C(C)C)O1.[F-].[Cs+].ClCCl, predict the reaction product. The product is: [Cl:1][C:2]1[CH:3]([OH:16])[N:4]([C:9]2[CH:13]=[C:12]([CH:17]=[C:18]([CH3:29])[CH3:22])[N:11]([CH3:15])[N:10]=2)[C:5](=[O:8])[C:6]=1[CH3:7]. (5) Given the reactants [CH3:1][C:2]1[C:6](CO)=[CH:5][N:4]([C:9]2[CH:14]=[CH:13][N:12]=[C:11]([NH:15][C:16]3[CH:17]=[C:18]4[C:22](=[CH:23][CH:24]=3)[N:21]([CH3:25])[CH:20]=[CH:19]4)[N:10]=2)[N:3]=1.Cl.[O:27]1[CH2:31][C@@H:30]([OH:32])[CH2:29][NH:28]1.[CH2:33](N(CC)CC)[CH3:34].[BH-](O[C:50]([CH3:52])=[O:51])(OC(C)=O)OC(C)=O.[Na+].Cl[CH2:55]Cl, predict the reaction product. The product is: [CH:52]1([C:50]([C:19]2[C:18]3[C:22](=[CH:23][CH:24]=[C:16]([NH:15][C:11]4[N:10]=[C:9]([N:4]5[CH:5]=[C:6]([CH2:55][N:28]6[CH2:29][C@H:30]([OH:32])[CH2:31][O:27]6)[C:2]([CH3:1])=[N:3]5)[CH:14]=[CH:13][N:12]=4)[CH:17]=3)[N:21]([CH3:25])[CH:20]=2)=[O:51])[CH2:34][CH2:33]1. (6) Given the reactants [CH3:1][O:2][C:3]1[CH:4]=[C:5]([CH:29]=[CH:30][C:31]=1[C:32]1[NH:36][C:35](=[O:37])[O:34][N:33]=1)[O:6][CH2:7][C:8]1[S:12][C:11]([C:13]2[CH:18]=[CH:17][C:16]([C:19]([F:22])([F:21])[F:20])=[CH:15][CH:14]=2)=[N:10][C:9]=1[CH2:23]OS(C)(=O)=O.C(N(C(C)C)CC)(C)C.[CH3:47][S:48]([N:51]1[CH2:56][CH2:55][NH:54][CH2:53][CH2:52]1)(=[O:50])=[O:49], predict the reaction product. The product is: [CH3:47][S:48]([N:51]1[CH2:56][CH2:55][N:54]([CH2:23][C:9]2[N:10]=[C:11]([C:13]3[CH:18]=[CH:17][C:16]([C:19]([F:21])([F:20])[F:22])=[CH:15][CH:14]=3)[S:12][C:8]=2[CH2:7][O:6][C:5]2[CH:29]=[CH:30][C:31]([C:32]3[NH:36][C:35](=[O:37])[O:34][N:33]=3)=[C:3]([O:2][CH3:1])[CH:4]=2)[CH2:53][CH2:52]1)(=[O:50])=[O:49]. (7) Given the reactants [NH2:1][C@@H:2]1[CH2:7][CH2:6][C@H:5]([NH:8][C:9]2[CH:14]=[C:13]([N:15]([CH3:17])[CH3:16])[N:12]=[C:11]([CH3:18])[N:10]=2)[CH2:4][CH2:3]1.[Br:19][C:20]1[O:24][C:23]([C:25](O)=[O:26])=[CH:22][CH:21]=1.N1C=CC=CC=1.CN(C(ON1N=NC2C=CC=NC1=2)=[N+](C)C)C.F[P-](F)(F)(F)(F)F.[C:58]([OH:64])([C:60]([F:63])([F:62])[F:61])=[O:59], predict the reaction product. The product is: [F:61][C:60]([F:63])([F:62])[C:58]([OH:64])=[O:59].[CH3:16][N:15]([CH3:17])[C:13]1[N:12]=[C:11]([CH3:18])[N:10]=[C:9]([NH:8][C@@H:5]2[CH2:4][CH2:3][C@H:2]([NH:1][C:25]([C:23]3[O:24][C:20]([Br:19])=[CH:21][CH:22]=3)=[O:26])[CH2:7][CH2:6]2)[CH:14]=1. (8) Given the reactants [C:1]([O:5][C:6]([N:8]1[CH2:13][CH2:12][C:11]([C:17]2[CH:22]=[CH:21][C:20]([Cl:23])=[C:19]([Cl:24])[CH:18]=2)(C(O)=O)[CH2:10][CH2:9]1)=[O:7])([CH3:4])([CH3:3])[CH3:2].C1C=CC(P(N=[N+]=[N-])(C2C=CC=CC=2)=O)=CC=1.C[N:43]([CH:45]=[O:46])C, predict the reaction product. The product is: [Cl:24][C:19]1[CH:18]=[C:17]([C:11]2([N:43]=[C:45]=[O:46])[CH2:12][CH2:13][N:8]([C:6]([O:5][C:1]([CH3:3])([CH3:2])[CH3:4])=[O:7])[CH2:9][CH2:10]2)[CH:22]=[CH:21][C:20]=1[Cl:23].